Task: Predict the reactants needed to synthesize the given product.. Dataset: Full USPTO retrosynthesis dataset with 1.9M reactions from patents (1976-2016) Given the product [F:26][C:25]([F:28])([F:27])[CH:24]([N:1]1[CH:5]=[C:4]([C:6]2[C:7]3[CH:14]=[CH:13][N:12]([CH2:15][O:16][CH2:17][CH2:18][Si:19]([CH3:22])([CH3:21])[CH3:20])[C:8]=3[N:9]=[CH:10][N:11]=2)[CH:3]=[N:2]1)[CH2:23][C:29]#[N:30], predict the reactants needed to synthesize it. The reactants are: [NH:1]1[CH:5]=[C:4]([C:6]2[C:7]3[CH:14]=[CH:13][N:12]([CH2:15][O:16][CH2:17][CH2:18][Si:19]([CH3:22])([CH3:21])[CH3:20])[C:8]=3[N:9]=[CH:10][N:11]=2)[CH:3]=[N:2]1.[CH:23](/[C:29]#[N:30])=[CH:24]\[C:25]([F:28])([F:27])[F:26].